Dataset: Full USPTO retrosynthesis dataset with 1.9M reactions from patents (1976-2016). Task: Predict the reactants needed to synthesize the given product. (1) Given the product [CH3:40][O:41][C:17](=[O:18])[NH:16][C@H:14]1[CH2:15][C@@H:11]([N:8]2[CH:7]=[N:6][C:5]3[C:9]2=[N:10][C:2]([Cl:1])=[N:3][C:4]=3[NH:25][CH2:26][CH:27]([C:34]2[CH:39]=[CH:38][CH:37]=[CH:36][CH:35]=2)[C:28]2[CH:33]=[CH:32][CH:31]=[CH:30][CH:29]=2)[C@H:12]([OH:24])[C@@H:13]1[OH:23], predict the reactants needed to synthesize it. The reactants are: [Cl:1][C:2]1[N:10]=[C:9]2[C:5]([N:6]=[CH:7][N:8]2[C@@H:11]2[CH2:15][C@H:14]([NH:16][C:17](C3CCC3)=[O:18])[C@@H:13]([OH:23])[C@H:12]2[OH:24])=[C:4]([NH:25][CH2:26][CH:27]([C:34]2[CH:39]=[CH:38][CH:37]=[CH:36][CH:35]=2)[C:28]2[CH:33]=[CH:32][CH:31]=[CH:30][CH:29]=2)[N:3]=1.[CH3:40][O:41]C(Cl)=O. (2) Given the product [CH2:25]([O:24][C:19]([C:20]([CH3:22])([CH3:21])[CH:44]([C:42]1[C:41]([O:46][CH3:47])=[C:40]2[C:35]([CH:36]=[N:37][C:38]([NH:48][CH3:49])=[N:39]2)=[C:34]([C:30]2[CH:31]=[CH:32][CH:33]=[C:28]([Cl:27])[CH:29]=2)[CH:43]=1)[OH:45])=[O:23])[CH3:26], predict the reactants needed to synthesize it. The reactants are: C(NC(C)C)(C)C.C([Li])CCC.CCCCCC.[C:19]([O:24][CH2:25][CH3:26])(=[O:23])[CH:20]([CH3:22])[CH3:21].[Cl:27][C:28]1[CH:29]=[C:30]([C:34]2[CH:43]=[C:42]([CH:44]=[O:45])[C:41]([O:46][CH3:47])=[C:40]3[C:35]=2[CH:36]=[N:37][C:38]([NH:48][CH3:49])=[N:39]3)[CH:31]=[CH:32][CH:33]=1.[Cl-].[NH4+]. (3) Given the product [CH2:2]([CH:52]([O:51][C:39]1[C:40](=[O:50])[C:41]([CH2:45][CH2:46][CH2:47][CH2:48][CH3:49])=[CH:42][C:43](=[O:44])[C:38]=1[CH:31]1[C@H:32]([C:35]([CH3:37])=[CH2:36])[CH2:33][CH2:34][C:29]([CH3:28])=[CH:30]1)[C:53]([OH:55])=[O:54])[CH3:12], predict the reactants needed to synthesize it. The reactants are: O[C:2]1C(C2[C@H](C(C)=C)CCC(C)=C2)=C(C=C(CCCCC)[CH:12]=1)OCC(O)=O.[CH3:28][C:29]1[CH2:34][CH2:33][C@@H:32]([C:35]([CH3:37])=[CH2:36])[CH:31]([C:38]2[C:43](=[O:44])[CH:42]=[C:41]([CH2:45][CH2:46][CH2:47][CH2:48][CH3:49])[C:40](=[O:50])[C:39]=2[O:51][CH2:52][C:53]([OH:55])=[O:54])[CH:30]=1.FC(F)(F)C(OC1C(OC(=O)C(F)(F)F)=C(I)C=CC=1)=O. (4) Given the product [O:1]1[CH:5]=[CH:4][CH:3]=[C:2]1/[CH:6]=[CH:7]/[C:8]([N:26]=[N+:27]=[N-:28])=[O:10], predict the reactants needed to synthesize it. The reactants are: [O:1]1[CH:5]=[CH:4][CH:3]=[C:2]1[CH:6]=[CH:7][C:8]([OH:10])=O.C(N(CC)CC)C.ClC(OCC(C)C)=O.[N-:26]=[N+:27]=[N-:28].[Na+]. (5) Given the product [O:34]1[CH:38]=[CH:37][C:36]2[CH:39]=[C:40]([CH2:43][C:4]3[C:3]4[C:7](=[CH:8][CH:9]=[CH:10][C:2]=4[CH3:1])[N:6]([C@@H:11]4[O:28][C@H:27]([CH2:29][OH:30])[C@@H:22]([OH:23])[C@H:17]([OH:18])[C@H:12]4[OH:13])[CH:5]=3)[CH:41]=[CH:42][C:35]1=2, predict the reactants needed to synthesize it. The reactants are: [CH3:1][C:2]1[CH:10]=[CH:9][CH:8]=[C:7]2[C:3]=1[CH:4]=[CH:5][N:6]2[C@@H:11]1[O:28][C@H:27]([CH2:29][O:30]C(=O)C)[C@@H:22]([O:23]C(=O)C)[C@H:17]([O:18]C(=O)C)[C@H:12]1[O:13]C(=O)C.[O:34]1[CH:38]=[CH:37][C:36]2[CH:39]=[C:40]([C:43](Cl)=O)[CH:41]=[CH:42][C:35]1=2. (6) Given the product [C:1]([C:5]1[O:9][N:8]=[C:7]([NH:10][C:11]([NH:13][CH2:14][C:15]2[CH:16]=[CH:17][C:18]([C:21]3[N:25]4[CH:26]=[CH:27][C:28]([C:30]5[CH:35]=[CH:34][C:33](=[O:36])[NH:32][CH:31]=5)=[CH:29][C:24]4=[N:23][CH:22]=3)=[CH:19][CH:20]=2)=[O:12])[CH:6]=1)([CH3:4])([CH3:2])[CH3:3], predict the reactants needed to synthesize it. The reactants are: [C:1]([C:5]1[O:9][N:8]=[C:7]([NH:10][C:11]([NH:13][CH2:14][C:15]2[CH:20]=[CH:19][C:18]([C:21]3[N:25]4[CH:26]=[CH:27][C:28]([C:30]5[CH:31]=[N:32][C:33]([O:36]C)=[CH:34][CH:35]=5)=[CH:29][C:24]4=[N:23][CH:22]=3)=[CH:17][CH:16]=2)=[O:12])[CH:6]=1)([CH3:4])([CH3:3])[CH3:2]. (7) Given the product [F:27][C:28]1[CH:35]=[C:34]([F:36])[CH:33]=[CH:32][C:29]=1[CH2:30][O:19][C:15]1[N:14]=[C:13]([CH3:20])[N:12]([C:3]2[CH:4]=[C:5]([CH:10]=[CH:11][C:2]=2[CH3:1])[C:6]([O:8][CH3:9])=[O:7])[C:17](=[O:18])[CH:16]=1, predict the reactants needed to synthesize it. The reactants are: [CH3:1][C:2]1[CH:11]=[CH:10][C:5]([C:6]([O:8][CH3:9])=[O:7])=[CH:4][C:3]=1[N:12]1[C:17](=[O:18])[CH2:16][C:15](=[O:19])[N:14]=[C:13]1[CH3:20].C([O-])([O-])=O.[K+].[K+].[F:27][C:28]1[CH:35]=[C:34]([F:36])[CH:33]=[CH:32][C:29]=1[CH2:30]Br.